From a dataset of Retrosynthesis with 50K atom-mapped reactions and 10 reaction types from USPTO. Predict the reactants needed to synthesize the given product. (1) Given the product O=CO, predict the reactants needed to synthesize it. The reactants are: CC(C)(C)OC(=O)NC(CS(=O)(=O)CCNC(=O)OCc1ccccc1)C(=O)OC(C)(C)C. (2) Given the product CCCC(=O)c1cnc2c(OC)cccc2c1Nc1ccccc1C, predict the reactants needed to synthesize it. The reactants are: CCCC(=O)c1cnc2c(OC)cccc2c1Cl.Cc1ccccc1N. (3) Given the product CCNC(=O)N(CC1CCCN(C(=O)OC(C)(C)C)C1)c1ccccc1, predict the reactants needed to synthesize it. The reactants are: CC(C)(C)OC(=O)N1CCCC(CNc2ccccc2)C1.CCN=C=O. (4) Given the product COC(=O)C=Cc1ccc(-n2c(C)ccc2C)cc1, predict the reactants needed to synthesize it. The reactants are: CC(=O)CCC(C)=O.COC(=O)C=Cc1ccc(N)cc1. (5) Given the product CCOC(=O)CCCNCc1cnc(-c2cc3cccc(N(C)S(=O)(=O)c4cccs4)c3[nH]2)s1, predict the reactants needed to synthesize it. The reactants are: CCOC(=O)CCCN.CN(c1cccc2cc(-c3ncc(CCl)s3)[nH]c12)S(=O)(=O)c1cccs1. (6) Given the product Nc1nc(Nc2ccc(Oc3ccnc4[nH]ccc34)c(F)c2)cc(C2CCCN(C(=O)OCc3ccccc3)C2)n1, predict the reactants needed to synthesize it. The reactants are: Nc1ccc(Oc2ccnc3[nH]ccc23)c(F)c1.Nc1nc(Cl)cc(C2CCCN(C(=O)OCc3ccccc3)C2)n1. (7) Given the product COc1ccc(CCN(C)C(=O)CCc2ccc(OCc3ccccc3C(=O)O)cc2)cc1OC, predict the reactants needed to synthesize it. The reactants are: COC(=O)c1ccccc1COc1ccc(CCC(=O)N(C)CCc2ccc(OC)c(OC)c2)cc1.